This data is from Reaction yield outcomes from USPTO patents with 853,638 reactions. The task is: Predict the reaction yield, written as a fraction of the theoretical maximum amount of product (1.0 means a 100% yield; for example, 0.34 means a 34% yield). (1) The reactants are [CH2:1]([O:8][C:9]1[CH:10]=[C:11]([C:23](OCC)=[O:24])[N:12]=[N:13][C:14]=1[O:15][CH2:16][C:17]1[CH:22]=[CH:21][CH:20]=[CH:19][CH:18]=1)[C:2]1[CH:7]=[CH:6][CH:5]=[CH:4][CH:3]=1.[H-].C([Al+]CC(C)C)C(C)C. The catalyst is C1COCC1. The product is [CH2:1]([O:8][C:9]1[CH:10]=[C:11]([CH:23]=[O:24])[N:12]=[N:13][C:14]=1[O:15][CH2:16][C:17]1[CH:22]=[CH:21][CH:20]=[CH:19][CH:18]=1)[C:2]1[CH:7]=[CH:6][CH:5]=[CH:4][CH:3]=1. The yield is 0.870. (2) The reactants are F[C:2](F)(F)[C:3](O)=O.[CH3:8][N:9]([CH2:20][C:21]1[N:25]([CH3:26])[C:24]2[C:27]([N:31]3C[CH2:35][NH:34][CH2:33][CH2:32]3)=[CH:28][CH:29]=[CH:30][C:23]=2[N:22]=1)[C@@H:10]1[C:19]2[N:18]=[CH:17][CH:16]=[CH:15][C:14]=2[CH2:13][CH2:12][CH2:11]1.C(O)(=O)C.C=O.C(O[BH-](OC(=O)C)OC(=O)C)(=O)C.[Na+]. The catalyst is ClC(Cl)C. The product is [CH3:8][N:9]([CH2:20][C:21]1[N:25]([CH3:26])[C:24]2[C:27]([N:31]3[CH2:3][CH2:2][N:34]([CH3:35])[CH2:33][CH2:32]3)=[CH:28][CH:29]=[CH:30][C:23]=2[N:22]=1)[C@@H:10]1[C:19]2[N:18]=[CH:17][CH:16]=[CH:15][C:14]=2[CH2:13][CH2:12][CH2:11]1. The yield is 0.630. (3) The reactants are C1(C[N:8]2[CH2:13][CH2:12][N:11](CC3C=CC=CC=3)[CH2:10][CH:9]2[C:21]2([OH:32])[CH2:24][N:23]([C:25]([O:27][C:28]([CH3:31])([CH3:30])[CH3:29])=[O:26])[CH2:22]2)C=CC=CC=1.[H][H]. The catalyst is CO.[Pd]. The product is [OH:32][C:21]1([CH:9]2[CH2:10][NH:11][CH2:12][CH2:13][NH:8]2)[CH2:22][N:23]([C:25]([O:27][C:28]([CH3:31])([CH3:30])[CH3:29])=[O:26])[CH2:24]1. The yield is 0.950.